This data is from Forward reaction prediction with 1.9M reactions from USPTO patents (1976-2016). The task is: Predict the product of the given reaction. (1) Given the reactants Br[C:2]1[CH:3]=[C:4]2[CH:10]=[N:9][NH:8][C:5]2=[N:6][CH:7]=1.[C:11]([O:15][C:16](=[O:21])[NH:17][CH2:18][C:19]#[CH:20])([CH3:14])([CH3:13])[CH3:12].C(N(CC)C(C)C)(C)C.CN(C)C=O, predict the reaction product. The product is: [NH:8]1[C:5]2=[N:6][CH:7]=[C:2]([C:20]#[C:19][CH2:18][NH:17][C:16](=[O:21])[O:15][C:11]([CH3:13])([CH3:12])[CH3:14])[CH:3]=[C:4]2[CH:10]=[N:9]1. (2) Given the reactants [F:1][C:2]([F:20])([F:19])[C:3]1[CH:18]=[CH:17][C:6]([CH2:7][O:8][C:9]2[CH:14]=[CH:13][CH:12]=[CH:11][C:10]=2[CH2:15]Cl)=[CH:5][CH:4]=1.C[O:22][C:23](=[O:35])[CH2:24][C:25]1[C:26]2[CH:33]=[CH:32][C:31]([OH:34])=[CH:30][C:27]=2[S:28][CH:29]=1.COC(=O)CC1C2C=CC(OCC3C=CC(OCC4C=CC(C(F)(F)F)=CC=4)=CC=3)=CC=2SC=1, predict the reaction product. The product is: [F:1][C:2]([F:20])([F:19])[C:3]1[CH:18]=[CH:17][C:6]([CH2:7][O:8][C:9]2[CH:14]=[CH:13][CH:12]=[CH:11][C:10]=2[CH2:15][O:34][C:31]2[CH:32]=[CH:33][C:26]3[C:25]([CH2:24][C:23]([OH:35])=[O:22])=[CH:29][S:28][C:27]=3[CH:30]=2)=[CH:5][CH:4]=1. (3) Given the reactants Br[C:2]1[S:3][C:4]([NH:32]C(=O)OC(C)(C)C)=[C:5]([C:7](=[O:31])[NH:8][C:9]2[CH:10]=[N:11][N:12]([CH3:30])[C:13]=2[C@@H:14]2[CH2:20][CH2:19][C@@H:18]([NH:21]C(OC(C)(C)C)=O)[C@H:17]([F:29])[CH2:16][O:15]2)[N:6]=1.[Cl:40][C:41]1[CH:46]=[CH:45][CH:44]=[C:43]([F:47])[C:42]=1B(O)O, predict the reaction product. The product is: [NH2:32][C:4]1[S:3][C:2]([C:42]2[C:43]([F:47])=[CH:44][CH:45]=[CH:46][C:41]=2[Cl:40])=[N:6][C:5]=1[C:7]([NH:8][C:9]1[CH:10]=[N:11][N:12]([CH3:30])[C:13]=1[C@@H:14]1[CH2:20][CH2:19][C@@H:18]([NH2:21])[C@H:17]([F:29])[CH2:16][O:15]1)=[O:31]. (4) Given the reactants [Cl:1][C:2]1[N:7]=[C:6](Cl)[C:5](I)=[CH:4][N:3]=1.[CH3:10][NH2:11].CC1(C)C(C)(C)OB([C:20]2[S:21][CH:22]=[CH:23][CH:24]=2)O1, predict the reaction product. The product is: [Cl:1][C:2]1[N:7]=[C:6]([NH:11][CH3:10])[C:5]([C:20]2[S:21][CH:22]=[CH:23][CH:24]=2)=[CH:4][N:3]=1. (5) Given the reactants [O:1]1[CH:5]=[CH:4][C:3]([C:6]2[C:7]([O:28][CH3:29])=[C:8]([C:14]([CH2:17][S:18]([C:21]3[CH:26]=[CH:25][CH:24]=[CH:23][C:22]=3C)(=[O:20])=[O:19])=[CH:15][CH:16]=2)[C:9]([O:11][CH2:12][CH3:13])=[O:10])=[CH:2]1.BrC1C(OC)=C(C(CS(C2C=CC=C([Cl:52])C=2)(=O)=O)=CC=1)C(OCC)=O.O1C=CC(B(O)O)=C1, predict the reaction product. The product is: [Cl:52][C:23]1[CH:22]=[C:21]([S:18]([CH2:17][C:14]2[C:8]([C:9]([O:11][CH2:12][CH3:13])=[O:10])=[C:7]([O:28][CH3:29])[C:6]([C:3]3[CH:4]=[CH:5][O:1][CH:2]=3)=[CH:16][CH:15]=2)(=[O:20])=[O:19])[CH:26]=[CH:25][CH:24]=1. (6) Given the reactants [F:1][C:2]1[CH:3]=[C:4]([CH:14]([CH3:18])[C:15]([OH:17])=O)[CH:5]=[CH:6][C:7]=1[CH2:8][NH:9][S:10]([CH3:13])(=[O:12])=[O:11].[C:19]([C:23]1[N:28]=[C:27]([C:29]2[CH:30]=[C:31]([CH3:35])[CH:32]=[CH:33][CH:34]=2)[C:26]([CH2:36][NH2:37])=[CH:25][CH:24]=1)([CH3:22])([CH3:21])[CH3:20].CN(C)CCCN=C=NCC.ON1C2C=CC=CC=2N=N1.C(N(CC)CC)C, predict the reaction product. The product is: [C:19]([C:23]1[N:28]=[C:27]([C:29]2[CH:30]=[C:31]([CH3:35])[CH:32]=[CH:33][CH:34]=2)[C:26]([CH2:36][NH:37][C:15](=[O:17])[CH:14]([C:4]2[CH:5]=[CH:6][C:7]([CH2:8][NH:9][S:10]([CH3:13])(=[O:11])=[O:12])=[C:2]([F:1])[CH:3]=2)[CH3:18])=[CH:25][CH:24]=1)([CH3:22])([CH3:20])[CH3:21]. (7) Given the reactants [C:1]([O:5][C:6]([N:8]1[CH2:13][CH2:12][CH:11]([N:14]2[C:18]3=[N:19][CH:20]=[N:21][C:22](Cl)=[C:17]3[CH:16]=[N:15]2)[CH2:10][CH2:9]1)=[O:7])([CH3:4])([CH3:3])[CH3:2].[CH2:24]([O:26][C:27]1[CH:32]=[CH:31][C:30]([OH:33])=[CH:29][CH:28]=1)[CH3:25].C(=O)([O-])[O-].[K+].[K+].C(OCC)(=O)C, predict the reaction product. The product is: [C:1]([O:5][C:6]([N:8]1[CH2:13][CH2:12][CH:11]([N:14]2[C:18]3=[N:19][CH:20]=[N:21][C:22]([O:33][C:30]4[CH:31]=[CH:32][C:27]([O:26][CH2:24][CH3:25])=[CH:28][CH:29]=4)=[C:17]3[CH:16]=[N:15]2)[CH2:10][CH2:9]1)=[O:7])([CH3:4])([CH3:3])[CH3:2].